From a dataset of Peptide-MHC class I binding affinity with 185,985 pairs from IEDB/IMGT. Regression. Given a peptide amino acid sequence and an MHC pseudo amino acid sequence, predict their binding affinity value. This is MHC class I binding data. (1) The peptide sequence is AQFSPQYL. The MHC is HLA-A01:01 with pseudo-sequence HLA-A01:01. The binding affinity (normalized) is 0. (2) The binding affinity (normalized) is 0.194. The peptide sequence is ITVGMLIYSM. The MHC is HLA-A02:03 with pseudo-sequence HLA-A02:03. (3) The peptide sequence is KLMPGSIYV. The binding affinity (normalized) is 0.213. The MHC is HLA-B45:06 with pseudo-sequence HLA-B45:06. (4) The peptide sequence is FMKSRVYSI. The MHC is HLA-B57:01 with pseudo-sequence HLA-B57:01. The binding affinity (normalized) is 0.0847. (5) The peptide sequence is DAKRNSKSL. The MHC is HLA-A02:01 with pseudo-sequence HLA-A02:01. The binding affinity (normalized) is 0.